The task is: Predict the reactants needed to synthesize the given product.. This data is from Full USPTO retrosynthesis dataset with 1.9M reactions from patents (1976-2016). (1) Given the product [NH2:20][C:17]1[NH:16][C:15]([C:4]2[S:3][C:2]([C:23]3[CH:28]=[CH:27][N:26]=[C:25]([NH:29][C:30](=[O:33])[O:31][CH3:32])[CH:24]=3)=[N:6][C:5]=2[C:7]2[CH:12]=[CH:11][C:10]([Cl:13])=[CH:9][C:8]=2[Cl:14])=[N:19][N:18]=1, predict the reactants needed to synthesize it. The reactants are: Br[C:2]1[S:3][C:4]([C:15]2[NH:16][C:17]([NH2:20])=[N:18][N:19]=2)=[C:5]([C:7]2[CH:12]=[CH:11][C:10]([Cl:13])=[CH:9][C:8]=2[Cl:14])[N:6]=1.C[Sn](C)(C)[C:23]1[CH:28]=[CH:27][N:26]=[C:25]([NH:29][C:30](=[O:33])[O:31][CH3:32])[CH:24]=1.[Cl-].[Li+].O1CCOCC1. (2) Given the product [F:20][C:14]1[CH:15]=[C:16]([F:19])[CH:17]=[CH:18][C:13]=1[N:12]1[CH:8]([C:5]2[CH:6]=[CH:7][C:2]([C:37]3[CH:36]=[CH:35][CH:34]=[C:33]([S:32][CH3:31])[CH:38]=3)=[CH:3][CH:4]=2)[CH2:9][C:10]([C:21]([C:27]([F:29])([F:30])[F:28])([C:23]([F:25])([F:26])[F:24])[OH:22])=[N:11]1, predict the reactants needed to synthesize it. The reactants are: Br[C:2]1[CH:7]=[CH:6][C:5]([CH:8]2[N:12]([C:13]3[CH:18]=[CH:17][C:16]([F:19])=[CH:15][C:14]=3[F:20])[N:11]=[C:10]([C:21]([C:27]([F:30])([F:29])[F:28])([C:23]([F:26])([F:25])[F:24])[OH:22])[CH2:9]2)=[CH:4][CH:3]=1.[CH3:31][S:32][C:33]1[CH:34]=[C:35](B(O)O)[CH:36]=[CH:37][CH:38]=1.C(O)C.C(=O)([O-])[O-].[Na+].[Na+].